Task: Predict which catalyst facilitates the given reaction.. Dataset: Catalyst prediction with 721,799 reactions and 888 catalyst types from USPTO (1) Reactant: [OH:1][C:2]1[CH:7]=[CH:6][CH:5]=[CH:4][C:3]=1[C:8]1[N:13]=[C:12]([N:14]2[C:18]([C:19]([F:22])([F:21])[F:20])=[C:17]([C:23]([O:25][CH2:26][CH3:27])=[O:24])[CH:16]=[N:15]2)[CH:11]=[CH:10][CH:9]=1.C(=O)([O-])[O-].[Cs+].[Cs+].Br[CH2:35][C:36]1[CH:41]=[CH:40][C:39]([O:42][CH2:43][CH2:44][O:45][CH3:46])=[CH:38][CH:37]=1. Product: [CH3:46][O:45][CH2:44][CH2:43][O:42][C:39]1[CH:38]=[CH:37][C:36]([CH2:35][O:1][C:2]2[CH:7]=[CH:6][CH:5]=[CH:4][C:3]=2[C:8]2[N:13]=[C:12]([N:14]3[C:18]([C:19]([F:22])([F:21])[F:20])=[C:17]([C:23]([O:25][CH2:26][CH3:27])=[O:24])[CH:16]=[N:15]3)[CH:11]=[CH:10][CH:9]=2)=[CH:41][CH:40]=1. The catalyst class is: 21. (2) Reactant: [CH2:1]([O:8][C:9]1[CH:14]=[CH:13][CH:12]=[CH:11][C:10]=1[C:15]1[O:16][C:17](=O)[C:18]2[CH2:24][CH2:23][CH2:22][CH2:21][C:19]=2[N:20]=1)[C:2]1[CH:7]=[CH:6][CH:5]=[CH:4][CH:3]=1.[CH:26]([C:29]1[CH:34]=[CH:33][C:32]([NH2:35])=[CH:31][CH:30]=1)([CH3:28])[CH3:27].O.[OH-].[Na+]. Product: [CH2:1]([O:8][C:9]1[CH:14]=[CH:13][CH:12]=[CH:11][C:10]=1[C:15]1[N:35]([C:32]2[CH:33]=[CH:34][C:29]([CH:26]([CH3:28])[CH3:27])=[CH:30][CH:31]=2)[C:17](=[O:16])[C:18]2[CH2:24][CH2:23][CH2:22][CH2:21][C:19]=2[N:20]=1)[C:2]1[CH:3]=[CH:4][CH:5]=[CH:6][CH:7]=1. The catalyst class is: 52. (3) Reactant: [CH2:1]([C@@H:3]1[CH2:7][C@H:6](O)[CH2:5][C@@H:4]1[C:9]([OH:11])=[O:10])[CH3:2].C1N(P(Cl)(N2C(=O)OCC2)=O)C(=O)OC1.CCOCC. The catalyst class is: 2. Product: [CH2:1]([C@@H:3]1[CH2:7][C@H:6]2[CH2:5][C@@H:4]1[C:9](=[O:10])[O:11]2)[CH3:2]. (4) Reactant: [Br:1][C:2]1[C:20]([OH:21])=[CH:19][C:5]2[C:6]([C:9]([C:11]3[CH:16]=[CH:15][C:14]([O:17][CH3:18])=[CH:13][CH:12]=3)=[O:10])=[CH:7][O:8][C:4]=2[CH:3]=1.CC(OI1(OC(C)=O)(OC(C)=O)OC(=O)C2C=CC=CC1=2)=[O:24]. Product: [Br:1][C:2]1[C:20](=[O:21])[C:19](=[O:24])[C:5]2[C:6]([C:9](=[O:10])[C:11]3[CH:12]=[CH:13][C:14]([O:17][CH3:18])=[CH:15][CH:16]=3)=[CH:7][O:8][C:4]=2[CH:3]=1. The catalyst class is: 16. (5) Reactant: Br[C:2]1[CH:7]=[CH:6][C:5]([NH:8][S:9]([CH3:12])(=[O:11])=[O:10])=[CH:4][C:3]=1[Cl:13].[Cl:14][C:15]1[CH:20]=[CH:19][C:18](B(O)O)=[CH:17][C:16]=1[F:24]. Product: [Cl:13][C:3]1[CH:4]=[C:5]([NH:8][S:9]([CH3:12])(=[O:11])=[O:10])[CH:6]=[CH:7][C:2]=1[C:18]1[CH:19]=[CH:20][C:15]([Cl:14])=[C:16]([F:24])[CH:17]=1. The catalyst class is: 276. (6) Reactant: CI.[CH3:3][C:4]1([CH3:42])[NH:9][CH2:8][CH2:7][N:6]([CH2:10][C:11]2[N:16]=[CH:15][C:14]([NH:17][C:18]([C:20]3[C:21]4[N:22]=[CH:23][CH:24]=[N:25][C:26]=4[C:27]([C:30]4[C:35]([Cl:36])=[C:34]([O:37][CH3:38])[CH:33]=[C:32]([O:39][CH3:40])[C:31]=4[Cl:41])=[CH:28][CH:29]=3)=[O:19])=[CH:13][CH:12]=2)[CH2:5]1.[C:43](=O)([O-])[O-].[K+].[K+]. Product: [CH3:3][C:4]1([CH3:42])[N:9]([CH3:43])[CH2:8][CH2:7][N:6]([CH2:10][C:11]2[N:16]=[CH:15][C:14]([NH:17][C:18]([C:20]3[C:21]4[N:22]=[CH:23][CH:24]=[N:25][C:26]=4[C:27]([C:30]4[C:31]([Cl:41])=[C:32]([O:39][CH3:40])[CH:33]=[C:34]([O:37][CH3:38])[C:35]=4[Cl:36])=[CH:28][CH:29]=3)=[O:19])=[CH:13][CH:12]=2)[CH2:5]1. The catalyst class is: 23. (7) Reactant: [Br:1][C:2]1[CH:7]=[CH:6][C:5]([CH:8]([NH:42][C:43]2[CH:48]=[CH:47][C:46]([F:49])=[CH:45][CH:44]=2)[CH:9]([CH2:24][CH2:25][CH:26]([O:34][Si:35]([C:38]([CH3:41])([CH3:40])[CH3:39])([CH3:37])[CH3:36])[C:27]2[CH:32]=[CH:31][C:30]([F:33])=[CH:29][CH:28]=2)[C:10](N2C(C3C=CC=CC=3)COC2=O)=[O:11])=[CH:4][CH:3]=1.C[Si](C([Si](C)(C)C)C(N)=O)(C)C.O.O.O.[F-].C([NH+](CCCC)CCCC)CCC.C(O)(=O)C. Product: [Br:1][C:2]1[CH:7]=[CH:6][C:5]([CH:8]2[N:42]([C:43]3[CH:48]=[CH:47][C:46]([F:49])=[CH:45][CH:44]=3)[C:10](=[O:11])[CH:9]2[CH2:24][CH2:25][CH:26]([O:34][Si:35]([C:38]([CH3:40])([CH3:41])[CH3:39])([CH3:37])[CH3:36])[C:27]2[CH:32]=[CH:31][C:30]([F:33])=[CH:29][CH:28]=2)=[CH:4][CH:3]=1. The catalyst class is: 310. (8) Reactant: Cl[CH2:2][C@H:3]([OH:6])[CH2:4][OH:5].[N:7]1([C@H:13]2[CH2:16][C@H:15]([O:17][C:18]3[CH:23]=[CH:22][C:21]([C:24]4[S:25][C:26]5[CH2:27][NH:28][CH2:29][CH2:30][C:31]=5[N:32]=4)=[CH:20][CH:19]=3)[CH2:14]2)[CH2:12][CH2:11][CH2:10][CH2:9][CH2:8]1.C(=O)([O-])[O-].[K+].[K+].[I-].[Na+]. Product: [N:7]1([C@H:13]2[CH2:14][C@H:15]([O:17][C:18]3[CH:19]=[CH:20][C:21]([C:24]4[S:25][C:26]5[CH2:27][N:28]([CH2:2][C@H:3]([OH:6])[CH2:4][OH:5])[CH2:29][CH2:30][C:31]=5[N:32]=4)=[CH:22][CH:23]=3)[CH2:16]2)[CH2:12][CH2:11][CH2:10][CH2:9][CH2:8]1. The catalyst class is: 10. (9) Reactant: [S:1]1[CH:5]=[CH:4][CH:3]=[C:2]1[S:6]([NH:9][C:10]1[CH:11]=[CH:12][CH:13]=[C:14]2[C:18]=1[NH:17][C:16]([C:19]([OH:21])=O)=[CH:15]2)(=[O:8])=[O:7].N1(O)C2C=CC=CC=2N=N1.Cl.CN(C)CCCN=C=NCC.[C:44]([NH:47][NH2:48])(=[O:46])[CH3:45]. Product: [C:44]([NH:47][NH:48][C:19]([C:16]1[NH:17][C:18]2[C:14]([CH:15]=1)=[CH:13][CH:12]=[CH:11][C:10]=2[NH:9][S:6]([C:2]1[S:1][CH:5]=[CH:4][CH:3]=1)(=[O:7])=[O:8])=[O:21])(=[O:46])[CH3:45]. The catalyst class is: 145. (10) Reactant: [C:1]1([C:19]2[CH:24]=[CH:23][CH:22]=[CH:21][CH:20]=2)[CH:6]=[CH:5][CH:4]=[C:3]([CH2:7][N:8]2[C:16]3[C:11](=[C:12]([OH:17])[CH:13]=[CH:14][CH:15]=3)[CH:10]=[C:9]2[CH3:18])[CH:2]=1.Br[CH2:26][C:27]([O:29][CH3:30])=[O:28].[H-].[Na+]. Product: [CH3:30][O:29][C:27](=[O:28])[CH2:26][O:17][C:12]1[CH:13]=[CH:14][CH:15]=[C:16]2[C:11]=1[CH:10]=[C:9]([CH3:18])[N:8]2[CH2:7][C:3]1[CH:2]=[C:1]([C:19]2[CH:24]=[CH:23][CH:22]=[CH:21][CH:20]=2)[CH:6]=[CH:5][CH:4]=1. The catalyst class is: 3.